Dataset: Forward reaction prediction with 1.9M reactions from USPTO patents (1976-2016). Task: Predict the product of the given reaction. (1) Given the reactants [F:1][C:2]([F:13])([F:12])[C:3]1[N:8]=[CH:7][C:6](B(O)O)=[CH:5][N:4]=1.[Cl:14][C:15]1[CH:20]=[C:19](Cl)[N:18]=[CH:17][N:16]=1.C(=O)([O-])[O-].[Cs+].[Cs+], predict the reaction product. The product is: [Cl:14][C:15]1[N:16]=[CH:17][N:18]=[C:19]([C:6]2[CH:5]=[N:4][C:3]([C:2]([F:13])([F:12])[F:1])=[N:8][CH:7]=2)[CH:20]=1. (2) Given the reactants C1(P(C2C=CC=CC=2)C2C=CC=CC=2)C=CC=CC=1.N(C(OC(C)C)=O)=NC(OC(C)C)=O.[OH:34][C:35]1[CH:44]=[CH:43][CH:42]=[C:41]2[C:36]=1[CH:37]=[CH:38][CH:39]=[N:40]2.[CH3:45][O:46][C:47](=[O:51])[C@@H:48]([CH3:50])O, predict the reaction product. The product is: [CH3:45][O:46][C:47](=[O:51])[C@@H:48]([O:34][C:35]1[CH:44]=[CH:43][CH:42]=[C:41]2[C:36]=1[CH:37]=[CH:38][CH:39]=[N:40]2)[CH3:50]. (3) Given the reactants [N:1]1([C:7]2[N:8]=[C:9]([CH2:14][C:15]([O-:17])=O)[NH:10][C:11](=[O:13])[CH:12]=2)[CH2:6][CH2:5][O:4][CH2:3][CH2:2]1.[Na+].[Cl:19][C:20]1[CH:29]=[CH:28][CH:27]=[C:26]2[C:21]=1[CH2:22][CH2:23][CH2:24][NH:25]2.Cl.CN(C)CCCN=C=NCC, predict the reaction product. The product is: [Cl:19][C:20]1[CH:29]=[CH:28][CH:27]=[C:26]2[C:21]=1[CH2:22][CH2:23][CH2:24][N:25]2[C:15](=[O:17])[CH2:14][C:9]1[NH:10][C:11](=[O:13])[CH:12]=[C:7]([N:1]2[CH2:2][CH2:3][O:4][CH2:5][CH2:6]2)[N:8]=1. (4) Given the reactants [Cl:1][C:2]1[N:7]=[C:6](/[CH:8]=[CH:9]\OCC)[C:5]([F:13])=[CH:4][N:3]=1.BrN1C(=O)CCC1=O.[NH2:22][C:23]1[C:28]([Cl:29])=[CH:27][CH:26]=[CH:25][N:24]=1.C(=O)([O-])O.[Na+], predict the reaction product. The product is: [Cl:29][C:28]1[C:23]2[N:24]([C:8]([C:6]3[C:5]([F:13])=[CH:4][N:3]=[C:2]([Cl:1])[N:7]=3)=[CH:9][N:22]=2)[CH:25]=[CH:26][CH:27]=1. (5) The product is: [CH3:19][C:12]1[N:11]2[N:10]=[C:9](/[CH:8]=[CH:7]/[C:5]3[N:4]([CH3:20])[N:3]=[C:2]([N:24]4[CH2:25][CH2:26][CH2:27][C@@H:23]4[C:22]([F:29])([F:28])[F:21])[N:6]=3)[N:17]=[C:16]2[C:15]([CH3:18])=[CH:14][N:13]=1. Given the reactants Br[C:2]1[N:6]=[C:5](/[CH:7]=[CH:8]/[C:9]2[N:17]=[C:16]3[N:11]([C:12]([CH3:19])=[N:13][CH:14]=[C:15]3[CH3:18])[N:10]=2)[N:4]([CH3:20])[N:3]=1.[F:21][C:22]([F:29])([F:28])[C@H:23]1[CH2:27][CH2:26][CH2:25][NH:24]1, predict the reaction product.